Dataset: Catalyst prediction with 721,799 reactions and 888 catalyst types from USPTO. Task: Predict which catalyst facilitates the given reaction. (1) The catalyst class is: 4. Product: [ClH:14].[C:1]([N:5]1[CH:9]=[C:8]([CH2:10][Cl:14])[CH:7]=[N:6]1)([CH3:4])([CH3:3])[CH3:2]. Reactant: [C:1]([N:5]1[CH:9]=[C:8]([CH2:10]O)[CH:7]=[N:6]1)([CH3:4])([CH3:3])[CH3:2].S(Cl)([Cl:14])=O. (2) Reactant: [CH3:1][C:2]1[C:3]([C@H:8]2[CH2:13][CH2:12][CH2:11][C@@H:10]([C:14]3[C:19]([CH3:20])=[CH:18][CH:17]=[CH:16][N:15]=3)[NH:9]2)=[N:4][CH:5]=[CH:6][CH:7]=1.Br.Br[CH2:23][C:24]1[CH:29]=[CH:28][CH:27]=[CH:26][N:25]=1.CCN(C(C)C)C(C)C. Product: [CH3:1][C:2]1[C:3]([C@H:8]2[CH2:13][CH2:12][CH2:11][C@@H:10]([C:14]3[C:19]([CH3:20])=[CH:18][CH:17]=[CH:16][N:15]=3)[N:9]2[CH2:23][C:24]2[CH:29]=[CH:28][CH:27]=[CH:26][N:25]=2)=[N:4][CH:5]=[CH:6][CH:7]=1. The catalyst class is: 23. (3) Reactant: Cl[CH2:2][C:3]1[N:4]=[C:5]([C:8]2[CH:13]=[CH:12][C:11]([O:14][CH3:15])=[CH:10][CH:9]=2)[O:6][CH:7]=1.[F:16][C:17]1[C:25]([OH:26])=[CH:24][CH:23]=[C:22]([F:27])[C:18]=1[C:19]([NH2:21])=[O:20].C(=O)([O-])[O-].[K+].[K+]. Product: [F:16][C:17]1[C:25]([O:26][CH2:2][C:3]2[N:4]=[C:5]([C:8]3[CH:13]=[CH:12][C:11]([O:14][CH3:15])=[CH:10][CH:9]=3)[O:6][CH:7]=2)=[CH:24][CH:23]=[C:22]([F:27])[C:18]=1[C:19]([NH2:21])=[O:20]. The catalyst class is: 3.